From a dataset of NCI-60 drug combinations with 297,098 pairs across 59 cell lines. Regression. Given two drug SMILES strings and cell line genomic features, predict the synergy score measuring deviation from expected non-interaction effect. Drug 1: C1CCN(CC1)CCOC2=CC=C(C=C2)C(=O)C3=C(SC4=C3C=CC(=C4)O)C5=CC=C(C=C5)O. Drug 2: CC1OCC2C(O1)C(C(C(O2)OC3C4COC(=O)C4C(C5=CC6=C(C=C35)OCO6)C7=CC(=C(C(=C7)OC)O)OC)O)O. Cell line: PC-3. Synergy scores: CSS=21.5, Synergy_ZIP=-5.67, Synergy_Bliss=1.05, Synergy_Loewe=-1.53, Synergy_HSA=0.701.